The task is: Predict the reaction yield, written as a fraction of the theoretical maximum amount of product (1.0 means a 100% yield; for example, 0.34 means a 34% yield).. This data is from Reaction yield outcomes from USPTO patents with 853,638 reactions. (1) The reactants are [CH3:1][C:2]1[C:10]2[C:9]([CH2:11][N:12]3[C:16]4[CH:17]=[CH:18][CH:19]=[CH:20][C:15]=4[NH:14][C:13]3=[O:21])=[CH:8][S:7][C:6]=2[CH:5]=[CH:4][CH:3]=1.[CH2:22]([O:24][C:25](=[O:31])/[CH:26]=[CH:27]/[O:28][CH2:29][CH3:30])[CH3:23].[OH-].C([N+](C)(C)C)C1C=CC=CC=1.CO.[NH4+].[Cl-]. The catalyst is CN(C=O)C.O. The product is [CH2:22]([O:24][C:25](=[O:31])[CH2:26][CH:27]([O:28][CH2:29][CH3:30])[N:14]1[C:15]2[CH:20]=[CH:19][CH:18]=[CH:17][C:16]=2[N:12]([CH2:11][C:9]2[C:10]3[C:2]([CH3:1])=[CH:3][CH:4]=[CH:5][C:6]=3[S:7][CH:8]=2)[C:13]1=[O:21])[CH3:23]. The yield is 0.670. (2) The reactants are [Cl:1][C:2]1[CH:7]=[C:6]([CH:8]2[CH2:10][CH2:9]2)[CH:5]=[C:4]([CH3:11])[C:3]=1[N:12]=[C:13]=[S:14].Cl.[NH2:16][NH:17][C:18](N)=[NH:19].C(N(C(C)C)CC)(C)C. The catalyst is CN(C)C=O. The product is [NH2:19][C:18]1[N:12]([C:3]2[C:4]([CH3:11])=[CH:5][C:6]([CH:8]3[CH2:9][CH2:10]3)=[CH:7][C:2]=2[Cl:1])[C:13]([SH:14])=[N:16][N:17]=1. The yield is 0.660. (3) The reactants are [NH:1]1[C:5]2=[CH:6][N:7]=[C:8]([NH:10][C:11]3[C:12]4[CH:19]=[C:18]([C:20]([O:22]CC)=[O:21])[NH:17][C:13]=4[N:14]=[CH:15][N:16]=3)[CH:9]=[C:4]2[CH:3]=[N:2]1.O1CCOCC1.[OH-].[Li+].Cl. The catalyst is C(O)C. The product is [NH:1]1[C:5]2=[CH:6][N:7]=[C:8]([NH:10][C:11]3[C:12]4[CH:19]=[C:18]([C:20]([OH:22])=[O:21])[NH:17][C:13]=4[N:14]=[CH:15][N:16]=3)[CH:9]=[C:4]2[CH:3]=[N:2]1. The yield is 0.900.